This data is from Catalyst prediction with 721,799 reactions and 888 catalyst types from USPTO. The task is: Predict which catalyst facilitates the given reaction. (1) Product: [Cl:1][C:2]1[CH:3]=[C:4]([C@@H:8]2[C@@H:13]([C:14]3[CH:19]=[CH:18][C:17]([Cl:20])=[CH:16][CH:15]=3)[N:12]([CH:21]([CH2:24][CH3:25])[CH2:22][CH3:23])[C:11](=[O:26])[C@:10]([CH2:28][C:29](=[O:30])[CH2:36][C:37]([O:39][CH2:40][CH3:41])=[O:38])([CH3:27])[CH2:9]2)[CH:5]=[CH:6][CH:7]=1. Reactant: [Cl:1][C:2]1[CH:3]=[C:4]([C@@H:8]2[C@@H:13]([C:14]3[CH:19]=[CH:18][C:17]([Cl:20])=[CH:16][CH:15]=3)[N:12]([CH:21]([CH2:24][CH3:25])[CH2:22][CH3:23])[C:11](=[O:26])[C@:10]([CH2:28][CH:29]=[O:30])([CH3:27])[CH2:9]2)[CH:5]=[CH:6][CH:7]=1.[Sn](Cl)Cl.[N+](=[CH:36][C:37]([O:39][CH2:40][CH3:41])=[O:38])=[N-]. The catalyst class is: 2. (2) Reactant: [CH2:1]([O:8][C:9]1[CH:14]=[C:13](F)[CH:12]=[CH:11][C:10]=1[N+:16]([O-:18])=[O:17])[C:2]1[CH:7]=[CH:6][CH:5]=[CH:4][CH:3]=1.[K].[OH:20][C:21]1[CH:36]=[CH:35][C:24]([C:25]([O:27][CH2:28][C:29]2[CH:34]=[CH:33][CH:32]=[CH:31][CH:30]=2)=[O:26])=[CH:23][CH:22]=1. Product: [N+:16]([C:10]1[CH:11]=[CH:12][C:13]([O:20][C:21]2[CH:36]=[CH:35][C:24]([C:25]([O:27][CH2:28][C:29]3[CH:34]=[CH:33][CH:32]=[CH:31][CH:30]=3)=[O:26])=[CH:23][CH:22]=2)=[CH:14][C:9]=1[O:8][CH2:1][C:2]1[CH:7]=[CH:6][CH:5]=[CH:4][CH:3]=1)([O-:18])=[O:17]. The catalyst class is: 16. (3) Reactant: [Cl:1][C:2]1[CH:3]=[C:4]([CH2:9][CH2:10][C:11]([NH2:13])=[O:12])[CH:5]=[CH:6][C:7]=1[Cl:8].[CH2:14]([SnH:18]([CH2:23][CH2:24][CH2:25][CH3:26])[CH2:19][CH2:20][CH2:21][CH3:22])[CH2:15][CH2:16][CH3:17]. Product: [CH2:23]([Sn:18]([CH2:14][CH2:15][CH2:16][CH3:17])([CH2:19][CH2:20][CH2:21][CH3:22])/[C:10](=[CH:9]/[C:4]1[CH:5]=[CH:6][C:7]([Cl:8])=[C:2]([Cl:1])[CH:3]=1)/[C:11]([NH2:13])=[O:12])[CH2:24][CH2:25][CH3:26]. The catalyst class is: 7. (4) Reactant: [NH2:1][CH2:2][CH2:3][O:4][C:5](=[O:26])[C@H:6]([NH:14][C:15]([CH:17]1[CH2:22][CH2:21][CH:20]([CH:23]([CH3:25])[CH3:24])[CH2:19][CH2:18]1)=[O:16])[CH2:7][C:8]1[CH:13]=[CH:12][CH:11]=[CH:10][CH:9]=1.CCN=C=NCCCN(C)C.Cl.C1C=CC2N(O)N=NC=2C=1.[C:49](O)(=[O:69])[CH2:50][CH2:51][CH2:52]/[CH:53]=[CH:54]\[CH2:55]/[CH:56]=[CH:57]\[CH2:58]/[CH:59]=[CH:60]\[CH2:61]/[CH:62]=[CH:63]\[CH2:64]/[CH:65]=[CH:66]\[CH2:67][CH3:68]. Product: [C:49]([NH:1][CH2:2][CH2:3][O:4][C:5](=[O:26])[C@H:6]([NH:14][C:15]([CH:17]1[CH2:22][CH2:21][CH:20]([CH:23]([CH3:24])[CH3:25])[CH2:19][CH2:18]1)=[O:16])[CH2:7][C:8]1[CH:13]=[CH:12][CH:11]=[CH:10][CH:9]=1)(=[O:69])[CH2:50][CH2:51][CH2:52]/[CH:53]=[CH:54]\[CH2:55]/[CH:56]=[CH:57]\[CH2:58]/[CH:59]=[CH:60]\[CH2:61]/[CH:62]=[CH:63]\[CH2:64]/[CH:65]=[CH:66]\[CH2:67][CH3:68]. The catalyst class is: 2. (5) Reactant: C[O:2][C:3](=[O:35])[C:4]1[CH:9]=[C:8]([C:10](=[O:26])[C:11]2[CH:16]=[CH:15][C:14]([N:17]([C:19]3[CH:24]=[CH:23][C:22]([Cl:25])=[CH:21][CH:20]=3)[CH3:18])=[CH:13][N:12]=2)[CH:7]=[CH:6][C:5]=1[C:27](=[O:34])[C:28]1[CH:33]=[CH:32][CH:31]=[CH:30][CH:29]=1.[OH-].[Na+]. Product: [C:27]([C:5]1[CH:6]=[CH:7][C:8]([C:10](=[O:26])[C:11]2[CH:16]=[CH:15][C:14]([N:17]([C:19]3[CH:24]=[CH:23][C:22]([Cl:25])=[CH:21][CH:20]=3)[CH3:18])=[CH:13][N:12]=2)=[CH:9][C:4]=1[C:3]([OH:35])=[O:2])(=[O:34])[C:28]1[CH:33]=[CH:32][CH:31]=[CH:30][CH:29]=1. The catalyst class is: 315. (6) Reactant: P(N=[N+]=[N-])(=O)([O:9][C:10]1C=CC=CC=1)OC1C=CC=CC=1.[N:20]1[CH:25]=[CH:24][N:23]=[CH:22][C:21]=1C(O)=O.CC[N:31](C(C)C)C(C)C.[CH3:38][C@H:39]1[O:44][C@H:43]([CH3:45])[CH2:42][N:41]([C:46]2[CH:47]=[CH:48][C:49]3[N:55]4[CH2:56][C@H:52]([CH2:53][CH2:54]4)[NH:51][C:50]=3[N:57]=2)[CH2:40]1. Product: [CH3:45][C@@H:43]1[CH2:42][N:41]([C:46]2[CH:47]=[CH:48][C:49]3[N:55]4[CH2:56][C@H:52]([CH2:53][CH2:54]4)[N:51]([C:10]([NH:31][C:21]4[CH:22]=[N:23][CH:24]=[CH:25][N:20]=4)=[O:9])[C:50]=3[N:57]=2)[CH2:40][C@@H:39]([CH3:38])[O:44]1. The catalyst class is: 7. (7) Reactant: [C:1]([N:6]1[CH2:11][CH2:10][N:9]([C:12]([C:14]2[CH:19]=[CH:18][C:17]([CH:20]3[C:25]4=[N:26][NH:27][C:28](=[O:33])[C:29]5[CH:30]=[CH:31][CH:32]=[C:23]([C:24]=54)[NH:22][CH:21]3[C:34]3[CH:41]=[CH:40][C:37]([CH:38]=O)=[CH:36][CH:35]=3)=[CH:16][CH:15]=2)=[O:13])[CH2:8][CH2:7]1)(=[O:5])[CH:2]([CH3:4])[CH3:3].[CH3:42][NH:43]C.[BH4-].[Na+]. Product: [C:1]([N:6]1[CH2:7][CH2:8][N:9]([C:12]([C:14]2[CH:15]=[CH:16][C:17]([CH:20]3[C:25]4=[N:26][NH:27][C:28](=[O:33])[C:29]5[CH:30]=[CH:31][CH:32]=[C:23]([C:24]=54)[NH:22][CH:21]3[C:34]3[CH:41]=[CH:40][C:37]([CH2:38][NH:43][CH3:42])=[CH:36][CH:35]=3)=[CH:18][CH:19]=2)=[O:13])[CH2:10][CH2:11]1)(=[O:5])[CH:2]([CH3:3])[CH3:4]. The catalyst class is: 5. (8) Reactant: [H-].[Na+].[I-].[CH4:4].[N+:5]([C:8]1[CH:13]=[CH:12][C:11]([C:14]2[C:22]3[C:17](=[CH:18][CH:19]=[CH:20][CH:21]=3)[NH:16][C:15]=2[C:23]([NH2:25])=[O:24])=[CH:10][CH:9]=1)([O-:7])=[O:6].O. Product: [CH3:4][N:16]1[C:17]2[C:22](=[CH:21][CH:20]=[CH:19][CH:18]=2)[C:14]([C:11]2[CH:10]=[CH:9][C:8]([N+:5]([O-:7])=[O:6])=[CH:13][CH:12]=2)=[C:15]1[C:23]([NH2:25])=[O:24]. The catalyst class is: 9. (9) Product: [O:6]1[CH2:5][CH2:4][CH2:3][C@@H:2]1[CH2:1][O:7][S:14]([C:11]1[CH:12]=[CH:13][C:8]([CH3:18])=[CH:9][CH:10]=1)(=[O:16])=[O:15]. Reactant: [CH2:1]([OH:7])[C@@H:2]1[O:6][CH2:5][CH2:4][CH2:3]1.[C:8]1([CH3:18])[CH:13]=[CH:12][C:11]([S:14](Cl)(=[O:16])=[O:15])=[CH:10][CH:9]=1. The catalyst class is: 202.